Dataset: Full USPTO retrosynthesis dataset with 1.9M reactions from patents (1976-2016). Task: Predict the reactants needed to synthesize the given product. (1) Given the product [Cl:1][C:2]1[CH:17]=[CH:16][C:5]([O:6][C:7]2[CH:14]=[CH:13][C:10]([CH2:11][NH2:12])=[CH:9][C:8]=2[F:15])=[C:4]([F:18])[CH:3]=1, predict the reactants needed to synthesize it. The reactants are: [Cl:1][C:2]1[CH:17]=[CH:16][C:5]([O:6][C:7]2[CH:14]=[CH:13][C:10]([C:11]#[N:12])=[CH:9][C:8]=2[F:15])=[C:4]([F:18])[CH:3]=1. (2) Given the product [CH3:41][S:42][CH2:44][O:33][C@@H:20]1[C@@H:19]([CH2:18][O:17][Si:16]([C:12]([CH3:15])([CH3:14])[CH3:13])([CH3:35])[CH3:34])[O:23][C@@H:22]([N:24]2[CH:32]=[C:30]([CH3:31])[C:28](=[O:29])[NH:27][C:25]2=[O:26])[CH2:21]1, predict the reactants needed to synthesize it. The reactants are: C(O)(=O)C.C(OC(=O)C)(=O)C.[C:12]([Si:16]([CH3:35])([CH3:34])[O:17][CH2:18][C@H:19]1[O:23][C@@H:22]([N:24]2[CH:32]=[C:30]([CH3:31])[C:28](=[O:29])[NH:27][C:25]2=[O:26])[CH2:21][C@@H:20]1[OH:33])([CH3:15])([CH3:14])[CH3:13].C([O-])(O)=O.[Na+].[CH3:41][S:42]([CH3:44])=O. (3) Given the product [CH2:19]([O:12][C:11](=[O:13])[CH2:10][C:3]1[CH:4]=[C:5]([OH:9])[C:6]([F:8])=[CH:7][C:2]=1[Br:1])[CH3:20], predict the reactants needed to synthesize it. The reactants are: [Br:1][C:2]1[CH:7]=[C:6]([F:8])[C:5]([OH:9])=[CH:4][C:3]=1[CH2:10][C:11]([OH:13])=[O:12].S(=O)(=O)(O)O.[CH3:19][CH2:20]O. (4) The reactants are: [C:1]([O:5][C:6](=[O:22])[NH:7][C:8]1[CH:13]=[C:12]([N:14]([CH3:16])[CH3:15])[C:11]([C:17]([F:20])([F:19])[F:18])=[CH:10][C:9]=1[NH2:21])([CH3:4])([CH3:3])[CH3:2].C([O:27][C:28](=O)[CH2:29][C:30]([C:32]1[CH:37]=[CH:36][CH:35]=[C:34]([C:38]2[C:39]([CH3:44])=[N:40][CH:41]=[CH:42][CH:43]=2)[CH:33]=1)=[O:31])(C)(C)C. Given the product [C:1]([O:5][C:6](=[O:22])[NH:7][C:8]1[CH:13]=[C:12]([N:14]([CH3:16])[CH3:15])[C:11]([C:17]([F:20])([F:19])[F:18])=[CH:10][C:9]=1[NH:21][C:28](=[O:27])[CH2:29][C:30]([C:32]1[CH:37]=[CH:36][CH:35]=[C:34]([C:38]2[C:39]([CH3:44])=[N:40][CH:41]=[CH:42][CH:43]=2)[CH:33]=1)=[O:31])([CH3:4])([CH3:2])[CH3:3], predict the reactants needed to synthesize it. (5) Given the product [CH:1]12[O:8][CH:5]([CH2:6][CH2:7]1)[CH2:4][N:3]([C:9]1[N:10]=[C:11]([C:22]3[CH:23]=[CH:24][C:25]([NH:28][C:29]([NH:31][C:32]4[CH:37]=[CH:36][N:35]=[CH:34][CH:33]=4)=[O:30])=[CH:26][CH:27]=3)[N:12]=[C:13]([N:15]3[CH2:16][CH2:17][CH:18]([NH:50][CH2:49][C:48]([O:47][CH3:46])=[O:51])[CH2:19][CH2:20]3)[N:14]=1)[CH2:2]2, predict the reactants needed to synthesize it. The reactants are: [CH:1]12[O:8][CH:5]([CH2:6][CH2:7]1)[CH2:4][N:3]([C:9]1[N:14]=[C:13]([N:15]3[CH2:20][CH2:19][C:18](=O)[CH2:17][CH2:16]3)[N:12]=[C:11]([C:22]3[CH:27]=[CH:26][C:25]([NH:28][C:29]([NH:31][C:32]4[CH:37]=[CH:36][N:35]=[CH:34][CH:33]=4)=[O:30])=[CH:24][CH:23]=3)[N:10]=1)[CH2:2]2.C(O)(C(F)(F)F)=O.Cl.[CH3:46][O:47][C:48](=[O:51])[CH2:49][NH2:50]. (6) Given the product [ClH:33].[ClH:33].[NH2:7][C@H:8]([CH2:26][C:27]1[CH:28]=[CH:29][C:30]([Cl:33])=[CH:31][CH:32]=1)[C:9]([N:11]1[CH2:16][CH2:15][N:14]([C:17]2[N:21]3[CH:22]=[CH:23][CH:24]=[CH:25][C:20]3=[N:19][CH:18]=2)[CH2:13][CH2:12]1)=[O:10], predict the reactants needed to synthesize it. The reactants are: C(OC(=O)[NH:7][C@H:8]([CH2:26][C:27]1[CH:32]=[CH:31][C:30]([Cl:33])=[CH:29][CH:28]=1)[C:9]([N:11]1[CH2:16][CH2:15][N:14]([C:17]2[N:21]3[CH:22]=[CH:23][CH:24]=[CH:25][C:20]3=[N:19][CH:18]=2)[CH2:13][CH2:12]1)=[O:10])(C)(C)C. (7) The reactants are: Cl[C:2]1[N:7]2[N:8]=[C:9]([CH:11]3[CH2:13]C3)[CH:10]=[C:6]2[CH:5]=[C:4]([NH:14][C:15](=[O:26])[C:16]2[CH:21]=[CH:20][C:19]([C:22]([OH:25])([CH3:24])[CH3:23])=[CH:18][CH:17]=2)[N:3]=1.[NH:27]1[CH2:32][CH2:31][O:30][CH2:29][CH2:28]1. Given the product [CH2:11]([C:9]1[CH:10]=[C:2]2[N:3]=[C:4]([NH:14][C:15](=[O:26])[C:16]3[CH:17]=[CH:18][C:19]([C:22]([OH:25])([CH3:24])[CH3:23])=[CH:20][CH:21]=3)[CH:5]=[C:6]([N:27]3[CH2:32][CH2:31][O:30][CH2:29][CH2:28]3)[N:7]2[N:8]=1)[CH3:13], predict the reactants needed to synthesize it.